Dataset: Reaction yield outcomes from USPTO patents with 853,638 reactions. Task: Predict the reaction yield, written as a fraction of the theoretical maximum amount of product (1.0 means a 100% yield; for example, 0.34 means a 34% yield). (1) The product is [C:3]([C:5]1[CH:6]=[C:7]2[C:11](=[CH:12][CH:13]=1)[NH:10][C:9](=[O:14])[CH2:8]2)([OH:4])=[O:2]. The catalyst is CO. The yield is 0.780. The reactants are C[O:2][C:3]([C:5]1[CH:6]=[C:7]2[C:11](=[CH:12][CH:13]=1)[NH:10][C:9](=[O:14])[CH2:8]2)=[O:4].[OH-].[Na+]. (2) The reactants are [CH2:1]1[CH2:10][O:9][C:8]2[CH:7]=[CH:6][C:5]([NH:11][C:12]3[C:17]([F:18])=[CH:16][N:15]=[C:14]([NH:19][C:20]4[CH:25]=[CH:24][CH:23]=[C:22](O)[CH:21]=4)[N:13]=3)=[CH:4][C:3]=2[O:2]1.ClC1N=C(NC2C=CC3OCCOC=3C=2)C(F)=CN=1.[CH2:46]([N:53]1[CH2:58][CH2:57][N:56](C2C=CC(N)=CC=2)[CH2:55][CH2:54]1)[C:47]1[CH:52]=[CH:51][CH:50]=[CH:49][CH:48]=1. No catalyst specified. The product is [CH2:46]([N:53]1[CH2:58][CH2:57][N:56]([C:23]2[CH:22]=[CH:21][C:20]([NH:19][C:14]3[N:13]=[C:12]([NH:11][C:5]4[CH:6]=[CH:7][C:8]5[O:9][CH2:10][CH2:1][O:2][C:3]=5[CH:4]=4)[C:17]([F:18])=[CH:16][N:15]=3)=[CH:25][CH:24]=2)[CH2:55][CH2:54]1)[C:47]1[CH:48]=[CH:49][CH:50]=[CH:51][CH:52]=1. The yield is 0.330.